Task: Predict the product of the given reaction.. Dataset: Forward reaction prediction with 1.9M reactions from USPTO patents (1976-2016) (1) Given the reactants [CH3:1][O:2][C:3]1[CH:4]=[C:5]([C:15]2[N:16]=[N:17][N:18]3[CH:23]([C:24]([O:26][CH2:27][CH3:28])=[O:25])[CH2:22][CH2:21][CH2:20][C:19]=23)[CH:6]=[CH:7][C:8]=1[C:9]1[O:13][C:12]([CH3:14])=[N:11][CH:10]=1.C[Si](C)(C)[N-][Si](C)(C)C.[Li+].[Cl:39]N1C(=O)CCC1=O, predict the reaction product. The product is: [Cl:39][C:23]1([C:24]([O:26][CH2:27][CH3:28])=[O:25])[N:18]2[N:17]=[N:16][C:15]([C:5]3[CH:6]=[CH:7][C:8]([C:9]4[O:13][C:12]([CH3:14])=[N:11][CH:10]=4)=[C:3]([O:2][CH3:1])[CH:4]=3)=[C:19]2[CH2:20][CH2:21][CH2:22]1. (2) Given the reactants [C:1]([O:5][C:6]([N:8]1[C:16]2[C:11](=[CH:12][C:13](/[CH:17]=[CH:18]/[C:19]3[S:20][C:21]([C:30]([F:33])([F:32])[F:31])=[C:22]([C:24]4[CH:29]=[CH:28][CH:27]=[CH:26][CH:25]=4)[CH:23]=3)=[CH:14][CH:15]=2)[CH2:10][CH2:9]1)=[O:7])([CH3:4])([CH3:3])[CH3:2].[H][H], predict the reaction product. The product is: [C:1]([O:5][C:6]([N:8]1[C:16]2[C:11](=[CH:12][C:13]([CH2:17][CH2:18][C:19]3[S:20][C:21]([C:30]([F:33])([F:32])[F:31])=[C:22]([C:24]4[CH:25]=[CH:26][CH:27]=[CH:28][CH:29]=4)[CH:23]=3)=[CH:14][CH:15]=2)[CH2:10][CH2:9]1)=[O:7])([CH3:4])([CH3:2])[CH3:3]. (3) The product is: [NH2:29][C:8]1[C:9]2[C:14](=[N:13][CH:12]=[CH:11][CH:10]=2)[N:5]([CH2:1][CH2:2][CH2:3][CH3:4])[C:6](=[O:28])[C:7]=1[C:16]1[NH:21][C:20]2[CH:22]=[CH:23][CH:24]=[CH:25][C:19]=2[S:18](=[O:26])(=[O:27])[N:17]=1. Given the reactants [CH2:1]([N:5]1[C:14]2[C:9](=[CH:10][CH:11]=[CH:12][N:13]=2)[C:8](Cl)=[C:7]([C:16]2[NH:21][C:20]3[CH:22]=[CH:23][CH:24]=[CH:25][C:19]=3[S:18](=[O:27])(=[O:26])[N:17]=2)[C:6]1=[O:28])[CH2:2][CH2:3][CH3:4].[NH3:29], predict the reaction product. (4) Given the reactants [CH3:1][O:2][C:3]1[CH:4]=[C:5]([CH2:11][C:12]#[C:13][Si](C)(C)C)[CH:6]=[C:7]([O:9][CH3:10])[CH:8]=1.CC(O)=O.CCCC[N+](CCCC)(CCCC)CCCC.[F-], predict the reaction product. The product is: [CH3:10][O:9][C:7]1[CH:6]=[C:5]([CH2:11][C:12]#[CH:13])[CH:4]=[C:3]([O:2][CH3:1])[CH:8]=1. (5) Given the reactants [Cl:1][C:2]1[CH:28]=[CH:27][C:5]([CH2:6][N:7]2[C:12](SCC)=[N:11][C:10](=[O:16])[N:9]([CH2:17][C:18]3[C:19](=[O:25])[N:20]([CH3:24])[CH:21]=[CH:22][CH:23]=3)[C:8]2=[O:26])=[CH:4][CH:3]=1.[F:29][C:30]1[CH:31]=[C:32]([CH:34]=[CH:35][C:36]=1[O:37][CH:38]([CH3:40])[CH3:39])[NH2:33].C(O)(=O)C, predict the reaction product. The product is: [Cl:1][C:2]1[CH:28]=[CH:27][C:5]([CH2:6][N:7]2[C:12](=[N:33][C:32]3[CH:34]=[CH:35][C:36]([O:37][CH:38]([CH3:39])[CH3:40])=[C:30]([F:29])[CH:31]=3)[NH:11][C:10](=[O:16])[N:9]([CH2:17][C:18]3[C:19](=[O:25])[N:20]([CH3:24])[CH:21]=[CH:22][CH:23]=3)[C:8]2=[O:26])=[CH:4][CH:3]=1.